Predict which catalyst facilitates the given reaction. From a dataset of Catalyst prediction with 721,799 reactions and 888 catalyst types from USPTO. (1) Reactant: Cl[CH2:2][C:3]1[N:4]=[C:5]([CH:8]=[CH:9][C:10]2[CH:15]=[CH:14][C:13]([S:16][C:17]([F:20])([F:19])[F:18])=[CH:12][CH:11]=2)[O:6][CH:7]=1.[N:21]1([CH2:26][CH2:27][CH2:28][CH2:29][C:30]2[CH:35]=[CH:34][C:33]([OH:36])=[CH:32][CH:31]=2)[CH:25]=[CH:24][N:23]=[N:22]1.[I-].[K+].C[O-].[Na+]. Product: [F:18][C:17]([S:16][C:13]1[CH:14]=[CH:15][C:10]([CH:9]=[CH:8][C:5]2[O:6][CH:7]=[C:3]([CH2:2][O:36][C:33]3[CH:34]=[CH:35][C:30]([CH2:29][CH2:28][CH2:27][CH2:26][N:21]4[CH:25]=[CH:24][N:23]=[N:22]4)=[CH:31][CH:32]=3)[N:4]=2)=[CH:11][CH:12]=1)([F:20])[F:19]. The catalyst class is: 5. (2) Reactant: [CH2:1]([N:8]1[CH2:13][CH2:12][N:11]([CH2:14][C:15]2[CH:20]=[CH:19][CH:18]=[CH:17][CH:16]=2)[CH2:10][CH:9]1[CH2:21][CH2:22][NH:23][CH2:24][CH2:25][O:26][CH3:27])[C:2]1[CH:7]=[CH:6][CH:5]=[CH:4][CH:3]=1.[C:28](O[C:28]([O:30][C:31]([CH3:34])([CH3:33])[CH3:32])=[O:29])([O:30][C:31]([CH3:34])([CH3:33])[CH3:32])=[O:29].C(N(CC)CC)C. Product: [C:31]([O:30][C:28]([N:23]([CH2:24][CH2:25][O:26][CH3:27])[CH2:22][CH2:21][CH:9]1[CH2:10][N:11]([CH2:14][C:15]2[CH:20]=[CH:19][CH:18]=[CH:17][CH:16]=2)[CH2:12][CH2:13][N:8]1[CH2:1][C:2]1[CH:7]=[CH:6][CH:5]=[CH:4][CH:3]=1)=[O:29])([CH3:34])([CH3:33])[CH3:32]. The catalyst class is: 2. (3) Reactant: [N+:1]([C:4]1[CH:9]=[CH:8][C:7]([C:10]2[N:11]=[C:12]([C:15]3[CH:20]=[CH:19][CH:18]=[CH:17][CH:16]=3)[O:13][CH:14]=2)=[CH:6][CH:5]=1)([O-])=O.C(O)(=O)C. Product: [C:15]1([C:12]2[O:13][CH:14]=[C:10]([C:7]3[CH:6]=[CH:5][C:4]([NH2:1])=[CH:9][CH:8]=3)[N:11]=2)[CH:16]=[CH:17][CH:18]=[CH:19][CH:20]=1. The catalyst class is: 401. (4) Reactant: [C:1]([C:3]1[C:4]([CH:13]([C:21](OC)=[O:22])[C:14]([O:16][C:17]([CH3:20])([CH3:19])[CH3:18])=[O:15])=[N:5][CH:6]=[C:7]([C:9]([F:12])([F:11])[F:10])[CH:8]=1)#[N:2].[H][H]. Product: [O:22]=[C:21]1[CH:13]([C:14]([O:16][C:17]([CH3:18])([CH3:20])[CH3:19])=[O:15])[C:4]2[N:5]=[CH:6][C:7]([C:9]([F:12])([F:11])[F:10])=[CH:8][C:3]=2[CH2:1][NH:2]1. The catalyst class is: 470. (5) Reactant: [C:1]1([OH:7])[CH:6]=[CH:5][CH:4]=[CH:3][CH:2]=1.[N+:8]([C:11]1[CH:18]=[CH:17][C:14]([CH2:15]Br)=[CH:13][CH:12]=1)([O-:10])=[O:9].C(=O)([O-])[O-].[K+].[K+].C(C(C)=O)C. Product: [N+:8]([C:11]1[CH:18]=[CH:17][C:14]([CH2:15][O:7][C:1]2[CH:6]=[CH:5][CH:4]=[CH:3][CH:2]=2)=[CH:13][CH:12]=1)([O-:10])=[O:9]. The catalyst class is: 13. (6) Reactant: [Br:1][C:2]1[C:7]([CH:8]=O)=[C:6]([F:10])[C:5]([CH3:11])=[CH:4][CH:3]=1.S([O-])(OCCCCCCCCCCCC)(=O)=O.[Na+].C(OI(C1C=CC=CC=1)OC(=O)C)(=O)C.C([O-])(=O)C.[NH4+:49].S([O-])([O-])(=O)=S.[Na+].[Na+]. Product: [Br:1][C:2]1[C:7]([C:8]#[N:49])=[C:6]([F:10])[C:5]([CH3:11])=[CH:4][CH:3]=1. The catalyst class is: 6. (7) Reactant: [N:1]1[C:8]([Cl:9])=[N:7][C:5]([Cl:6])=[N:4][C:2]=1Cl.[NH2:10][C:11]1[CH:16]=[CH:15][C:14]([OH:17])=[C:13]([Cl:18])[CH:12]=1. Product: [Cl:18][C:13]1[CH:12]=[C:11]([NH:10][C:2]2[N:1]=[C:8]([Cl:9])[N:7]=[C:5]([Cl:6])[N:4]=2)[CH:16]=[CH:15][C:14]=1[OH:17]. The catalyst class is: 21.